From a dataset of Catalyst prediction with 721,799 reactions and 888 catalyst types from USPTO. Predict which catalyst facilitates the given reaction. (1) Reactant: [CH2:1]([N:8]1[CH2:17][CH2:16][C:15]2[C:14](=O)[NH:13][CH:12]=[N:11][C:10]=2[CH2:9]1)[C:2]1[CH:7]=[CH:6][CH:5]=[CH:4][CH:3]=1.C(N(CC)C(C)C)(C)C.P(Cl)(Cl)([Cl:30])=O.C(=O)(O)[O-].[Na+]. Product: [CH2:1]([N:8]1[CH2:17][CH2:16][C:15]2[C:14]([Cl:30])=[N:13][CH:12]=[N:11][C:10]=2[CH2:9]1)[C:2]1[CH:7]=[CH:6][CH:5]=[CH:4][CH:3]=1. The catalyst class is: 727. (2) Reactant: [F:1][C:2]1([F:24])[CH2:5][N:4]([CH:6]2[CH2:23][CH2:22][C:9]3([CH2:14][CH2:13][N:12](C(OC(C)(C)C)=O)[CH2:11][CH2:10]3)[CH2:8][CH2:7]2)[CH2:3]1.[ClH:25]. Product: [ClH:25].[ClH:25].[F:24][C:2]1([F:1])[CH2:5][N:4]([CH:6]2[CH2:7][CH2:8][C:9]3([CH2:14][CH2:13][NH:12][CH2:11][CH2:10]3)[CH2:22][CH2:23]2)[CH2:3]1. The catalyst class is: 5. (3) Reactant: [NH2:1][C:2]1[N:7]=[C:6]([N:8]2[CH2:29][CH2:28][C:11]3([CH2:15][N:14]([C:16]([O:18][C:19]([CH3:22])([CH3:21])[CH3:20])=[O:17])[C@H:13]([C:23]([O:25][CH2:26][CH3:27])=[O:24])[CH2:12]3)[CH2:10][CH2:9]2)[CH:5]=[C:4]([O:30][C@H:31]([C:36]2[CH:41]=[C:40]([Cl:42])[CH:39]=[CH:38][C:37]=2Br)[C:32]([F:35])([F:34])[F:33])[N:3]=1.[CH3:44][S:45]([C:48]1[CH:49]=[C:50](B(O)O)[CH:51]=[CH:52][CH:53]=1)(=[O:47])=[O:46].C([O-])([O-])=O.[Na+].[Na+]. Product: [NH2:1][C:2]1[N:7]=[C:6]([N:8]2[CH2:29][CH2:28][C:11]3([CH2:15][N:14]([C:16]([O:18][C:19]([CH3:22])([CH3:21])[CH3:20])=[O:17])[C@H:13]([C:23]([O:25][CH2:26][CH3:27])=[O:24])[CH2:12]3)[CH2:10][CH2:9]2)[CH:5]=[C:4]([O:30][C@H:31]([C:36]2[CH:41]=[C:40]([Cl:42])[CH:39]=[CH:38][C:37]=2[C:52]2[CH:51]=[CH:50][CH:49]=[C:48]([S:45]([CH3:44])(=[O:47])=[O:46])[CH:53]=2)[C:32]([F:35])([F:34])[F:33])[N:3]=1. The catalyst class is: 12. (4) Reactant: N12CCCN=C1CCCCC2.[CH3:12][O:13][C:14]([C:16]1[C:17]([C:23]2[CH:28]=[CH:27][C:26]([C:29]3[S:30][CH:31]=[CH:32][C:33]=3[NH:34][S:35]([CH:38]([CH3:40])[CH3:39])(=[O:37])=[O:36])=[CH:25][CH:24]=2)=[C:18]([NH2:22])[CH:19]=[CH:20][CH:21]=1)=[O:15].[CH:41]([S:44](Cl)(=[O:46])=[O:45])([CH3:43])[CH3:42]. Product: [CH3:12][O:13][C:14]([C:16]1[C:17]([C:23]2[CH:24]=[CH:25][C:26]([C:29]3[S:30][CH:31]=[CH:32][C:33]=3[NH:34][S:35]([CH:38]([CH3:40])[CH3:39])(=[O:37])=[O:36])=[CH:27][CH:28]=2)=[C:18]([NH:22][S:44]([CH:41]([CH3:43])[CH3:42])(=[O:46])=[O:45])[CH:19]=[CH:20][CH:21]=1)=[O:15]. The catalyst class is: 4.